From a dataset of Experimental lipophilicity measurements (octanol/water distribution) for 4,200 compounds from AstraZeneca. Regression/Classification. Given a drug SMILES string, predict its absorption, distribution, metabolism, or excretion properties. Task type varies by dataset: regression for continuous measurements (e.g., permeability, clearance, half-life) or binary classification for categorical outcomes (e.g., BBB penetration, CYP inhibition). For this dataset (lipophilicity_astrazeneca), we predict Y. (1) The compound is COc1cc(C(=O)c2cc(Cl)ccc2N)cc(OC)c1OC. The Y is 3.38 logD. (2) The compound is NC(=O)c1cncc(-c2ccc([C@H]3CC[C@H](CC(=O)O)CC3)cc2)c1. The Y is 0.220 logD. (3) The compound is CCN(CC)CCCC(C)Nc1c2ccc(Cl)cc2nc2ccc(OC)cc12. The Y is 2.17 logD. (4) The drug is COc1ccc(-c2nc3c(NCCCNC(C)=O)c(Br)cnc3[nH]2)cc1. The Y is 3.28 logD. (5) The molecule is Nc1nc(CCc2cccc(Br)c2)cc(=O)[nH]1. The Y is 2.52 logD. (6) The compound is Nc1nc(N)c2nc(-c3ccccc3)c(N)nc2n1. The Y is 1.16 logD. (7) The compound is CCCN(CCO)CCCOc1cc2ncnc(Nc3cc(CC(=O)Nc4cccc(F)c4F)[nH]n3)c2cc1OC. The Y is 1.28 logD. (8) The drug is Nc1nccc(-c2c[nH]c3ccccc23)n1. The Y is 1.68 logD. (9) The compound is CS(=O)(=O)c1ccc([C@H](CC2CCCC2)C(=O)Nc2nccs2)cc1. The Y is 3.88 logD.